Dataset: Reaction yield outcomes from USPTO patents with 853,638 reactions. Task: Predict the reaction yield, written as a fraction of the theoretical maximum amount of product (1.0 means a 100% yield; for example, 0.34 means a 34% yield). The reactants are [F:1][C:2]1[CH:3]=[C:4]([C:34]2[CH:39]=[CH:38][CH:37]=[CH:36][C:35]=2[C:40]2[NH:44][C:43](=[O:45])[O:42][N:41]=2)[CH:5]=[CH:6][C:7]=1[CH2:8][C:9]1[C:10](=[O:33])[N:11]([C:19]2[CH:24]=[CH:23][C:22]([O:25][CH:26]3[CH2:31][CH2:30][CH:29]([OH:32])[CH2:28][CH2:27]3)=[CH:21][CH:20]=2)[C:12]([CH3:18])=[N:13][C:14]=1[CH2:15][CH2:16][CH3:17].CC(OI1(OC(C)=O)(OC(C)=O)OC(=O)C2C1=CC=CC=2)=O.C(OCC)(=O)C.S([O-])([O-])(=O)=S.[Na+].[Na+]. The catalyst is C(Cl)Cl.O. The product is [F:1][C:2]1[CH:3]=[C:4]([C:34]2[CH:39]=[CH:38][CH:37]=[CH:36][C:35]=2[C:40]2[NH:44][C:43](=[O:45])[O:42][N:41]=2)[CH:5]=[CH:6][C:7]=1[CH2:8][C:9]1[C:10](=[O:33])[N:11]([C:19]2[CH:20]=[CH:21][C:22]([O:25][CH:26]3[CH2:31][CH2:30][C:29](=[O:32])[CH2:28][CH2:27]3)=[CH:23][CH:24]=2)[C:12]([CH3:18])=[N:13][C:14]=1[CH2:15][CH2:16][CH3:17]. The yield is 0.880.